Predict the product of the given reaction. From a dataset of Forward reaction prediction with 1.9M reactions from USPTO patents (1976-2016). Given the reactants [NH2:1][C:2]1[CH:10]=[C:9]([F:11])[CH:8]=[CH:7][C:3]=1[C:4](O)=[O:5].C(O)(=O)C.[CH:16](N)=[NH:17].O, predict the reaction product. The product is: [F:11][C:9]1[CH:10]=[C:2]2[C:3]([C:4](=[O:5])[NH:17][CH:16]=[N:1]2)=[CH:7][CH:8]=1.